This data is from Catalyst prediction with 721,799 reactions and 888 catalyst types from USPTO. The task is: Predict which catalyst facilitates the given reaction. Reactant: [OH:1][C:2]1[C:12](I)=[CH:11][C:5]([C:6]([O:8][CH2:9][CH3:10])=[O:7])=[CH:4][N:3]=1.[CH3:14][N:15](C=O)C. Product: [C:14]([C:12]1[C:2]([OH:1])=[N:3][CH:4]=[C:5]([CH:11]=1)[C:6]([O:8][CH2:9][CH3:10])=[O:7])#[N:15]. The catalyst class is: 267.